This data is from CYP2D6 inhibition data for predicting drug metabolism from PubChem BioAssay. The task is: Regression/Classification. Given a drug SMILES string, predict its absorption, distribution, metabolism, or excretion properties. Task type varies by dataset: regression for continuous measurements (e.g., permeability, clearance, half-life) or binary classification for categorical outcomes (e.g., BBB penetration, CYP inhibition). Dataset: cyp2d6_veith. (1) The molecule is CN(C)c1ncnc2ccc(-c3ccccc3C#N)cc12. The result is 0 (non-inhibitor). (2) The compound is CNc1ncnc2c1ncn2[C@@H]1O[C@H](CO)[C@@H](O)[C@@H]1O. The result is 0 (non-inhibitor). (3) The molecule is CC1CSc2nc3sc4c(c3c(=O)n21)CCCC4. The result is 0 (non-inhibitor). (4) The compound is CCOC(=O)c1c(NC(=O)/C=C/c2ccc3c(c2)OCO3)sc(C)c1CC. The result is 0 (non-inhibitor). (5) The compound is O=c1[nH]c(=O)n([C@@H]2C[C@H](O)[C@H](CO)O2)cc1C(F)(F)F. The result is 0 (non-inhibitor). (6) The result is 0 (non-inhibitor). The molecule is COc1ccc(C(=O)N2CCC3(CCN(Cc4ccncc4)CC3)CC2)cc1.